From a dataset of Catalyst prediction with 721,799 reactions and 888 catalyst types from USPTO. Predict which catalyst facilitates the given reaction. (1) Reactant: C[O:2][C:3](=[O:15])[CH:4](Br)[C:5]1[CH:10]=[CH:9][C:8]([O:11][CH3:12])=[C:7]([Cl:13])[CH:6]=1.[CH:16]1([SH:21])[CH2:20][CH2:19][CH2:18][CH2:17]1.[NH2:22][C:23]1[S:24][CH:25]=[CH:26][N:27]=1. Product: [CH:16]1([S:21][CH:4]([C:5]2[CH:10]=[CH:9][C:8]([O:11][CH3:12])=[C:7]([Cl:13])[CH:6]=2)[C:3]([OH:2])=[O:15])[CH2:20][CH2:19][CH2:18][CH2:17]1.[CH:16]1([S:21][CH:4]([C:5]2[CH:10]=[CH:9][C:8]([O:11][CH3:12])=[C:7]([Cl:13])[CH:6]=2)[C:3]([NH:22][C:23]2[S:24][CH:25]=[CH:26][N:27]=2)=[O:15])[CH2:20][CH2:19][CH2:18][CH2:17]1. The catalyst class is: 1. (2) Reactant: [C:1]([NH:8][C@H:9]([C:25]([OH:27])=O)[CH2:10][C:11]1[CH:16]=[CH:15][C:14]([O:17][C:18]([O:20][C:21]([CH3:24])([CH3:23])[CH3:22])=[O:19])=[CH:13][CH:12]=1)([O:3][C:4]([CH3:7])([CH3:6])[CH3:5])=[O:2].C(OC(Cl)=O)C(C)C.[NH3:36].C(O)(C)C. Product: [C:21]([O:20][C:18](=[O:19])[O:17][C:14]1[CH:15]=[CH:16][C:11]([CH2:10][C@H:9]([NH:8][C:1]([O:3][C:4]([CH3:7])([CH3:6])[CH3:5])=[O:2])[C:25](=[O:27])[NH2:36])=[CH:12][CH:13]=1)([CH3:24])([CH3:23])[CH3:22]. The catalyst class is: 1. (3) Reactant: [C:1]([C:9]1[C:17]2[C:12](=[C:13]([N:18]3[CH2:23][CH2:22][N:21](C(=O)C(F)(F)F)[CH2:20][CH2:19]3)[CH:14]=[CH:15][CH:16]=2)[NH:11][CH:10]=1)(=O)[C:2]1[CH:7]=[CH:6][CH:5]=[CH:4][CH:3]=1.[BH4-].[Na+].CCOC(C)=O.O. Product: [CH2:1]([C:9]1[C:17]2[C:12](=[C:13]([N:18]3[CH2:23][CH2:22][NH:21][CH2:20][CH2:19]3)[CH:14]=[CH:15][CH:16]=2)[NH:11][CH:10]=1)[C:2]1[CH:3]=[CH:4][CH:5]=[CH:6][CH:7]=1. The catalyst class is: 32. (4) Reactant: [C:1]1([C:35]2[CH:40]=[CH:39][CH:38]=[CH:37][CH:36]=2)[CH:6]=[CH:5][C:4]([N:7]([C:23]2[CH:28]=[CH:27][C:26]([C:29]3[CH:34]=[CH:33][CH:32]=[CH:31][CH:30]=3)=[CH:25][CH:24]=2)[C:8]2[C:20]3[C:19]4[C:14](=[CH:15][CH:16]=[CH:17][CH:18]=4)[C:13]([CH3:22])([CH3:21])[C:12]=3[CH:11]=[CH:10][CH:9]=2)=[CH:3][CH:2]=1.[Br:41]N1C(=O)CCC1=O.O.C(OCC)(=O)C. Product: [C:1]1([C:35]2[CH:36]=[CH:37][CH:38]=[CH:39][CH:40]=2)[CH:2]=[CH:3][C:4]([N:7]([C:23]2[CH:28]=[CH:27][C:26]([C:29]3[CH:30]=[CH:31][CH:32]=[CH:33][CH:34]=3)=[CH:25][CH:24]=2)[C:8]2[C:20]3[C:19]4[C:14](=[CH:15][CH:16]=[CH:17][CH:18]=4)[C:13]([CH3:22])([CH3:21])[C:12]=3[C:11]([Br:41])=[CH:10][CH:9]=2)=[CH:5][CH:6]=1. The catalyst class is: 10. (5) Reactant: [C:1]([C:4]1[CH:9]=[CH:8][CH:7]=[CH:6][C:5]=1[N:10]1[C:34](=[O:35])[C:13]2=[CH:14][N:15]([CH2:22][C:23]3[CH:28]=[CH:27][C:26]([N:29]4[CH:33]=[CH:32][CH:31]=[N:30]4)=[CH:25][CH:24]=3)[C:16]3[CH:17]=[CH:18][CH:19]=[CH:20][C:21]=3[C:12]2=[N:11]1)(=[O:3])[CH3:2].[CH3:36][Mg]Br.C(=O)(O)[O-].[Na+].O. Product: [OH:3][C:1]([C:4]1[CH:9]=[CH:8][CH:7]=[CH:6][C:5]=1[N:10]1[C:34](=[O:35])[C:13]2=[CH:14][N:15]([CH2:22][C:23]3[CH:28]=[CH:27][C:26]([N:29]4[CH:33]=[CH:32][CH:31]=[N:30]4)=[CH:25][CH:24]=3)[C:16]3[CH:17]=[CH:18][CH:19]=[CH:20][C:21]=3[C:12]2=[N:11]1)([CH3:36])[CH3:2]. The catalyst class is: 4. (6) Reactant: C[N:2](C(ON1N=NC2C=CC=NC1=2)=[N+](C)C)C.F[P-](F)(F)(F)(F)F.[C:25]([OH:31])([C:27](F)(F)F)=[O:26].N1CCC[C@H]1[C:37]1[NH:41][C:40]2[CH:42]=[C:43](C3C=CC4C(=CC=C([C:44]5[CH:43]=[CH:42][C:40]6[N:41]=[C:37]([C@@H]7CCCN7)[NH:38][C:39]=6[CH:45]=5)C=4)C=3)[CH:44]=[CH:45][C:39]=2[N:38]=1.C1([C@@H](N2CCCCC2)C(O)=O)C=CC=CC=1.CCN(C(C)C)C(C)C. Product: [C:25]([O-:31])(=[O:26])[CH3:27].[NH4+:2].[NH:38]1[C:39]2[CH:45]=[CH:44][CH:43]=[CH:42][C:40]=2[N:41]=[CH:37]1. The catalyst class is: 656. (7) Reactant: [CH2:1]([O:3][C:4]([C:6]1[N:7](CC2C=CC(OC)=CC=2OC)[CH2:8][C:9]2[C:14]([C:15]=1[OH:16])=[CH:13][CH:12]=[C:11]([O:17][C:18]1[CH:23]=[CH:22][CH:21]=[CH:20][CH:19]=1)[CH:10]=2)=[O:5])[CH3:2].S(Cl)(Cl)=O.C(O)C. Product: [CH2:1]([O:3][C:4]([C:6]1[N:7]=[CH:8][C:9]2[C:14]([C:15]=1[OH:16])=[CH:13][CH:12]=[C:11]([O:17][C:18]1[CH:23]=[CH:22][CH:21]=[CH:20][CH:19]=1)[CH:10]=2)=[O:5])[CH3:2]. The catalyst class is: 4.